From a dataset of Forward reaction prediction with 1.9M reactions from USPTO patents (1976-2016). Predict the product of the given reaction. (1) Given the reactants [OH-].[Na+].[Cl:3][C:4]1[C:5]([C:25]2[CH:30]=[CH:29][C:28]([C:31]3[CH:36]=[CH:35][CH:34]=[C:33]([F:37])[CH:32]=3)=[CH:27][CH:26]=2)=[CH:6][C:7]2[N:11]=[C:10]([O:12][C:13]3[CH:14]=[CH:15][C:16]([CH3:23])=[C:17]([CH:22]=3)[C:18]([O:20]C)=[O:19])[NH:9][C:8]=2[CH:24]=1, predict the reaction product. The product is: [Cl:3][C:4]1[C:5]([C:25]2[CH:26]=[CH:27][C:28]([C:31]3[CH:36]=[CH:35][CH:34]=[C:33]([F:37])[CH:32]=3)=[CH:29][CH:30]=2)=[CH:6][C:7]2[N:11]=[C:10]([O:12][C:13]3[CH:14]=[CH:15][C:16]([CH3:23])=[C:17]([CH:22]=3)[C:18]([OH:20])=[O:19])[NH:9][C:8]=2[CH:24]=1. (2) Given the reactants C(OC(=O)[NH:7][CH2:8][C:9]1[CH:10]=[N:11][CH:12]=[C:13]([CH:15]2[O:20][C:19]3[CH:21]=[CH:22][CH:23]=[C:24]([C:25]#[N:26])[C:18]=3[O:17][CH2:16]2)[CH:14]=1)(C)(C)C.FC(F)(F)C(O)=O, predict the reaction product. The product is: [NH2:7][CH2:8][C:9]1[CH:14]=[C:13]([CH:15]2[O:20][C:19]3[CH:21]=[CH:22][CH:23]=[C:24]([C:25]#[N:26])[C:18]=3[O:17][CH2:16]2)[CH:12]=[N:11][CH:10]=1. (3) Given the reactants [C:1]([S:4][CH2:5][C:6]([OH:8])=O)(=[O:3])[CH3:2].CN(C(ON1N=NC2C=CC=NC1=2)=[N+](C)C)C.F[P-](F)(F)(F)(F)F.CCN(C(C)C)C(C)C.Cl.[C:43]([O:47][C:48](=[O:57])[NH:49][CH2:50][CH2:51][CH2:52][CH2:53][CH2:54][CH2:55][NH2:56])([CH3:46])([CH3:45])[CH3:44], predict the reaction product. The product is: [C:43]([O:47][C:48]([NH:49][CH2:50][CH2:51][CH2:52][CH2:53][CH2:54][CH2:55][NH:56][C:6]([CH2:5][S:4][C:1](=[O:3])[CH3:2])=[O:8])=[O:57])([CH3:46])([CH3:45])[CH3:44]. (4) Given the reactants Cl[C:2]1[C:11]([CH3:12])=[C:10]([Cl:13])[C:9]2[C:4](=[CH:5][C:6]([F:15])=[CH:7][C:8]=2[F:14])[N:3]=1.[CH3:16][C@@H:17]1[CH2:22][NH:21][CH2:20][CH2:19][N:18]1[C:23]([O:25][C:26]([CH3:29])([CH3:28])[CH3:27])=[O:24].C1CCN2C(=NCCC2)CC1, predict the reaction product. The product is: [Cl:13][C:10]1[C:9]2[C:4](=[CH:5][C:6]([F:15])=[CH:7][C:8]=2[F:14])[N:3]=[C:2]([N:21]2[CH2:20][CH2:19][N:18]([C:23]([O:25][C:26]([CH3:29])([CH3:28])[CH3:27])=[O:24])[C@H:17]([CH3:16])[CH2:22]2)[C:11]=1[CH3:12]. (5) Given the reactants [OH-].[Na+].[CH:3]1([OH:10])[CH2:8][CH2:7][CH2:6][CH:5]([OH:9])[CH2:4]1.Cl[C:12]1[C:13]2[C:20]([C:21]3[CH:26]=[CH:25][C:24]([CH2:27][CH3:28])=[CH:23][CH:22]=3)=[C:19]([C:29]3[CH:34]=[CH:33][CH:32]=[CH:31][C:30]=3[F:35])[O:18][C:14]=2[N:15]=[CH:16][N:17]=1.Cl, predict the reaction product. The product is: [CH2:27]([C:24]1[CH:23]=[CH:22][C:21]([C:20]2[C:13]3[C:12]([O:9][CH:5]4[CH2:6][CH2:7][CH2:8][CH:3]([OH:10])[CH2:4]4)=[N:17][CH:16]=[N:15][C:14]=3[O:18][C:19]=2[C:29]2[CH:34]=[CH:33][CH:32]=[CH:31][C:30]=2[F:35])=[CH:26][CH:25]=1)[CH3:28]. (6) Given the reactants [OH:1][CH:2]([C:21]1[N:22]=[CH:23][N:24]([C:26]([C:39]2[CH:44]=[CH:43][CH:42]=[CH:41][CH:40]=2)([C:33]2[CH:38]=[CH:37][CH:36]=[CH:35][CH:34]=2)[C:27]2[CH:32]=[CH:31][CH:30]=[CH:29][CH:28]=2)[CH:25]=1)[C:3]1[CH:10]=[CH:9][C:6]([C:7]#[N:8])=[C:5]([C:11]2[C:20]3[C:15](=[CH:16][CH:17]=[CH:18][CH:19]=3)[CH:14]=[CH:13][CH:12]=2)[CH:4]=1.Br[CH2:46][C:47]1[CH:54]=[CH:53][C:50]([C:51]#[N:52])=[CH:49][CH:48]=1, predict the reaction product. The product is: [C:51]([C:50]1[CH:53]=[CH:54][C:47]([CH2:46][O:1][CH:2]([C:21]2[N:22]=[CH:23][N:24]([C:26]([C:33]3[CH:34]=[CH:35][CH:36]=[CH:37][CH:38]=3)([C:39]3[CH:44]=[CH:43][CH:42]=[CH:41][CH:40]=3)[C:27]3[CH:32]=[CH:31][CH:30]=[CH:29][CH:28]=3)[CH:25]=2)[C:3]2[CH:10]=[CH:9][C:6]([C:7]#[N:8])=[C:5]([C:11]3[C:20]4[C:15](=[CH:16][CH:17]=[CH:18][CH:19]=4)[CH:14]=[CH:13][CH:12]=3)[CH:4]=2)=[CH:48][CH:49]=1)#[N:52].